From a dataset of Full USPTO retrosynthesis dataset with 1.9M reactions from patents (1976-2016). Predict the reactants needed to synthesize the given product. (1) Given the product [NH2:11][C:3]1[C:4]2[NH:8][CH:7]=[N:6][C:5]=2[CH:9]=[CH:10][C:2]=1[CH3:1], predict the reactants needed to synthesize it. The reactants are: [CH3:1][C:2]1[CH:10]=[CH:9][C:5]2[N:6]=[CH:7][NH:8][C:4]=2[C:3]=1[N+:11]([O-])=O.CO.[H][H]. (2) Given the product [CH:1]([N:4]1[C:8]([C:9]2[S:10][C:11]3[CH2:12][CH2:13][O:14][C:15]4[CH:22]=[CH:21][C:20]([C:23]5[C:24](=[O:33])[N:25]([CH2:29][C:30]([NH2:37])=[O:31])[CH:26]=[CH:27][CH:28]=5)=[CH:19][C:16]=4[C:17]=3[N:18]=2)=[N:7][CH:6]=[N:5]1)([CH3:2])[CH3:3], predict the reactants needed to synthesize it. The reactants are: [CH:1]([N:4]1[C:8]([C:9]2[S:10][C:11]3[CH2:12][CH2:13][O:14][C:15]4[CH:22]=[CH:21][C:20]([C:23]5[C:24](=[O:33])[N:25]([CH2:29][C:30](O)=[O:31])[CH:26]=[CH:27][CH:28]=5)=[CH:19][C:16]=4[C:17]=3[N:18]=2)=[N:7][CH:6]=[N:5]1)([CH3:3])[CH3:2].C([N:37](C(C)C)CC)(C)C.[Cl-].[NH4+].CN(C(ON1N=NC2C=CC=NC1=2)=[N+](C)C)C.F[P-](F)(F)(F)(F)F. (3) Given the product [Si:35]([O:52][CH2:53][C:54]1[CH:59]=[C:58]([C:60]([F:63])([F:62])[F:61])[N:57]=[C:56]([O:64][CH:65]2[CH2:66][CH2:67][N:68]([CH:6]3[CH2:7][C:8]([CH2:32][C:33]#[N:34])([N:10]4[CH:14]=[C:13]([C:15]5[C:16]6[CH:23]=[CH:22][N:21]([CH2:24][O:25][CH2:26][CH2:27][Si:28]([CH3:30])([CH3:29])[CH3:31])[C:17]=6[N:18]=[CH:19][N:20]=5)[CH:12]=[N:11]4)[CH2:9]3)[CH2:69][CH2:70]2)[CH:55]=1)([C:48]([CH3:50])([CH3:49])[CH3:51])([C:36]1[CH:41]=[CH:40][CH:39]=[CH:38][CH:37]=1)[C:42]1[CH:47]=[CH:46][CH:45]=[CH:44][CH:43]=1, predict the reactants needed to synthesize it. The reactants are: C([BH3-])#N.[Na+].O=[C:6]1[CH2:9][C:8]([CH2:32][C:33]#[N:34])([N:10]2[CH:14]=[C:13]([C:15]3[C:16]4[CH:23]=[CH:22][N:21]([CH2:24][O:25][CH2:26][CH2:27][Si:28]([CH3:31])([CH3:30])[CH3:29])[C:17]=4[N:18]=[CH:19][N:20]=3)[CH:12]=[N:11]2)[CH2:7]1.[Si:35]([O:52][CH2:53][C:54]1[CH:59]=[C:58]([C:60]([F:63])([F:62])[F:61])[N:57]=[C:56]([O:64][CH:65]2[CH2:70][CH2:69][NH:68][CH2:67][CH2:66]2)[CH:55]=1)([C:48]([CH3:51])([CH3:50])[CH3:49])([C:42]1[CH:47]=[CH:46][CH:45]=[CH:44][CH:43]=1)[C:36]1[CH:41]=[CH:40][CH:39]=[CH:38][CH:37]=1. (4) Given the product [NH2:14][C:3]1[CH:4]=[CH:5][C:6]([C:8]2[CH:9]=[N:10][CH:11]=[CH:12][CH:13]=2)=[CH:7][C:2]=1[NH:1][C:44](=[O:45])[C:46]1[CH:47]=[CH:48][C:49]([C:50]([NH:62][CH2:66][CH2:65][N:22]2[CH2:23][CH2:24][N:34]([CH3:35])[CH2:84][CH2:83]2)=[O:52])=[CH:53][CH:54]=1, predict the reactants needed to synthesize it. The reactants are: [NH2:1][C:2]1[CH:7]=[C:6]([C:8]2[CH:9]=[N:10][CH:11]=[CH:12][CH:13]=2)[CH:5]=[CH:4][C:3]=1[NH:14]C(=O)OC(C)(C)C.[NH2:22][C:23]1C=C(C2SC=CC=2)C=C[C:24]=1[NH:34][C:35](=O)OC(C)(C)C.CO[C:44]([C:46]1[CH:54]=[CH:53][C:49]([C:50]([OH:52])=O)=[CH:48][CH:47]=1)=[O:45].F[P-](F)(F)(F)(F)F.[N:62]1(O[P+](N(C)C)(N(C)C)N(C)C)[C:66]2C=CC=C[C:65]=2N=N1.N1C=CC=[CH:84][CH:83]=1. (5) Given the product [Cl:1][C:2]1[CH:3]=[CH:4][C:5]([C@@:8]2([OH:25])[CH2:13][CH2:12][CH:11]([C:14](=[O:22])[C@@H:15]([N+:19]#[C-:20])[CH:16]([CH3:18])[CH3:17])[CH2:10][C:9]2([CH3:23])[CH3:24])=[CH:6][CH:7]=1, predict the reactants needed to synthesize it. The reactants are: [Cl:1][C:2]1[CH:7]=[CH:6][C:5]([C@@:8]2([OH:25])[CH2:13][CH2:12][CH:11]([C:14](=[O:22])[C@@H:15]([NH:19][CH:20]=O)[CH:16]([CH3:18])[CH3:17])[CH2:10][C:9]2([CH3:24])[CH3:23])=[CH:4][CH:3]=1.O=P(Cl)(Cl)Cl. (6) The reactants are: [Si]([O:8][CH2:9][C@@H:10]([N:15]1[C:24]2[C:19](=[CH:20][C:21]([NH:29][CH2:30][C:31]3[C:36]([F:37])=[CH:35][C:34]([F:38])=[CH:33][C:32]=3[F:39])=[C:22]([C:25]([F:28])([F:27])[F:26])[CH:23]=2)[C:18](=[O:40])[C:17]([C:41]([O:43]CC)=[O:42])=[CH:16]1)[C:11]([CH3:14])([CH3:13])[CH3:12])(C(C)(C)C)(C)C.O(C)[Na].O. Given the product [OH:8][CH2:9][C@@H:10]([N:15]1[C:24]2[C:19](=[CH:20][C:21]([NH:29][CH2:30][C:31]3[C:32]([F:39])=[CH:33][C:34]([F:38])=[CH:35][C:36]=3[F:37])=[C:22]([C:25]([F:27])([F:26])[F:28])[CH:23]=2)[C:18](=[O:40])[C:17]([C:41]([OH:43])=[O:42])=[CH:16]1)[C:11]([CH3:12])([CH3:13])[CH3:14], predict the reactants needed to synthesize it. (7) Given the product [C:1]([O:5][C:6](=[O:40])[CH2:7][N:8]1[C:16]2[C:11](=[CH:12][CH:13]=[C:14]([C:17]([O:19][CH3:20])=[O:18])[CH:15]=2)[C:10]([CH:21]2[CH2:26][CH2:25][CH2:24][CH2:23][CH2:22]2)=[C:9]1[C:27]1[CH:32]=[CH:31][CH:30]=[CH:29][C:28]=1[CH2:33][NH:34][CH2:35][CH2:36][N:37]1[CH2:39][CH2:45][O:44][CH2:43][CH2:38]1)([CH3:2])([CH3:4])[CH3:3], predict the reactants needed to synthesize it. The reactants are: [C:1]([O:5][C:6](=[O:40])[CH2:7][N:8]1[C:16]2[C:11](=[CH:12][CH:13]=[C:14]([C:17]([O:19][CH3:20])=[O:18])[CH:15]=2)[C:10]([CH:21]2[CH2:26][CH2:25][CH2:24][CH2:23][CH2:22]2)=[C:9]1[C:27]1[CH:32]=[CH:31][CH:30]=[CH:29][C:28]=1[CH2:33][NH:34][CH2:35][CH2:36][N:37]([CH3:39])[CH3:38])([CH3:4])([CH3:3])[CH3:2].N1(CCN)C[CH2:45][O:44][CH2:43]C1. (8) Given the product [Cl:22][C:23]1[CH:28]=[CH:27][C:26]([NH:29][C:30]([NH:1][C:2]2[C:11]3[C:6](=[CH:7][CH:8]=[CH:9][CH:10]=3)[CH:5]=[CH:4][C:3]=2[C:12]([OH:21])([C:13]([F:14])([F:15])[F:16])[C:17]([F:18])([F:19])[F:20])=[O:31])=[CH:25][CH:24]=1, predict the reactants needed to synthesize it. The reactants are: [NH2:1][C:2]1[C:11]2[C:6](=[CH:7][CH:8]=[CH:9][CH:10]=2)[CH:5]=[CH:4][C:3]=1[C:12]([OH:21])([C:17]([F:20])([F:19])[F:18])[C:13]([F:16])([F:15])[F:14].[Cl:22][C:23]1[CH:28]=[CH:27][C:26]([N:29]=[C:30]=[O:31])=[CH:25][CH:24]=1. (9) Given the product [Cl:1][C:2]1[C:7]([NH:8][C:17]2[CH:18]=[C:19]([CH:22]=[CH:23][CH:24]=2)[CH:20]=[O:21])=[CH:6][C:5]([C:9]2[C:10]([CH3:15])=[N:11][O:12][C:13]=2[CH3:14])=[CH:4][N:3]=1, predict the reactants needed to synthesize it. The reactants are: [Cl:1][C:2]1[C:7]([NH2:8])=[CH:6][C:5]([C:9]2[C:10]([CH3:15])=[N:11][O:12][C:13]=2[CH3:14])=[CH:4][N:3]=1.Br[C:17]1[CH:18]=[C:19]([CH:22]=[CH:23][CH:24]=1)[CH:20]=[O:21].C(=O)([O-])[O-].[Cs+].[Cs+]. (10) Given the product [C:1]([O:5][C:6]([C@@H:8]([CH2:13][C:14]1[CH:22]=[C:21]([F:23])[C:17]2[O:18][CH2:19][O:20][C:16]=2[CH:15]=1)[C:9]([O:11][CH3:12])=[O:10])=[O:7])([CH3:4])([CH3:2])[CH3:3], predict the reactants needed to synthesize it. The reactants are: [C:1]([O:5][C:6](/[C:8](=[CH:13]\[C:14]1[CH:22]=[C:21]([F:23])[C:17]2[O:18][CH2:19][O:20][C:16]=2[CH:15]=1)/[C:9]([O:11][CH3:12])=[O:10])=[O:7])([CH3:4])([CH3:3])[CH3:2].